From a dataset of Reaction yield outcomes from USPTO patents with 853,638 reactions. Predict the reaction yield, written as a fraction of the theoretical maximum amount of product (1.0 means a 100% yield; for example, 0.34 means a 34% yield). (1) The reactants are [N+:1]([C:4]1[CH:9]=[CH:8][C:7]([C:10]2[CH:15]=[CH:14][C:13]([C:16]([F:19])([F:18])[F:17])=[CH:12][CH:11]=2)=[CH:6][C:5]=1[S:20][CH2:21][CH2:22][C:23]([O:25][CH3:26])=[O:24])([O-])=O. The catalyst is C(O)(=O)C.[Zn]. The product is [NH2:1][C:4]1[CH:9]=[CH:8][C:7]([C:10]2[CH:11]=[CH:12][C:13]([C:16]([F:17])([F:18])[F:19])=[CH:14][CH:15]=2)=[CH:6][C:5]=1[S:20][CH2:21][CH2:22][C:23]([O:25][CH3:26])=[O:24]. The yield is 0.990. (2) The reactants are [Cl:1][C:2]1[CH:3]=[C:4]2[C:9](=[CH:10][C:11]=1[Cl:12])[CH:8]=[N:7][C:6]([N:13]=[C:14]=S)=[CH:5]2.C(=O)([O-])[O-].[Cs+].[Cs+].Cl.Cl.[NH2:24][CH2:25][C@@:26]1([OH:34])[CH:31]2[CH2:32][CH2:33][N:28]([CH2:29][CH2:30]2)[CH2:27]1.C(N=C=NC(C)C)(C)C. The catalyst is CN(C=O)C. The product is [Cl:1][C:2]1[CH:3]=[C:4]2[C:9](=[CH:10][C:11]=1[Cl:12])[CH:8]=[N:7][C:6]([NH:13][C:14]1[O:34][C@:26]3([CH2:25][N:24]=1)[CH:31]1[CH2:32][CH2:33][N:28]([CH2:29][CH2:30]1)[CH2:27]3)=[CH:5]2. The yield is 0.612. (3) The reactants are [S:1]1[C:5]2[CH:6]=[CH:7][CH:8]=[CH:9][C:4]=2[N:3]=[C:2]1[NH:10][CH2:11][C:12]([N:14]1[C:23]2[C:18](=[CH:19][CH:20]=[CH:21][CH:22]=2)[CH2:17][CH2:16][CH2:15]1)=[O:13].[N:24]#[C:25]Br.C([O-])([O-])=O.[K+].[K+]. The catalyst is CC#N.CCOC(C)=O. The product is [S:1]1[C:5]2[CH:6]=[CH:7][CH:8]=[CH:9][C:4]=2[N:3]=[C:2]1[N:10]([CH2:11][C:12]([N:14]1[C:23]2[C:18](=[CH:19][CH:20]=[CH:21][CH:22]=2)[CH2:17][CH2:16][CH2:15]1)=[O:13])[C:25]#[N:24]. The yield is 0.280. (4) The reactants are [Br:1][C:2]1[CH:7]=[CH:6][C:5]([N:8]([CH2:19][C:20]([O:22]C)=[O:21])[C:9](=[O:18])/[CH:10]=[CH:11]/[C:12]2[CH:17]=[CH:16][CH:15]=[CH:14][CH:13]=2)=[CH:4][CH:3]=1.[OH-].[Li+].Cl. The catalyst is C1COCC1.CO.O. The product is [Br:1][C:2]1[CH:3]=[CH:4][C:5]([N:8]([CH2:19][C:20]([OH:22])=[O:21])[C:9](=[O:18])/[CH:10]=[CH:11]/[C:12]2[CH:17]=[CH:16][CH:15]=[CH:14][CH:13]=2)=[CH:6][CH:7]=1. The yield is 0.970. (5) The reactants are [O:1]1[C:5]2([CH:14]=[CH:13][C:8]3(OCC[O:9]3)[CH:7]=[CH:6]2)[O:4][CH2:3][CH2:2]1.O.C(O)(=O)C. The catalyst is O1CCCC1. The product is [O:1]1[C:5]2([CH:6]=[CH:7][C:8](=[O:9])[CH:13]=[CH:14]2)[O:4][CH2:3][CH2:2]1. The yield is 0.910.